This data is from Full USPTO retrosynthesis dataset with 1.9M reactions from patents (1976-2016). The task is: Predict the reactants needed to synthesize the given product. The reactants are: [Br:1][C:2]1[CH:7]=[C:6]([F:8])[CH:5]=[CH:4][C:3]=1[CH:9]1[C:14]([C:15]([O:17][CH2:18][CH3:19])=[O:16])=[C:13]([CH3:20])[NH:12][C:11]([C:21]2[S:22][CH:23]=[C:24]([CH2:26][C:27]([NH:29][CH3:30])=[O:28])[N:25]=2)=[N:10]1.C1C(=O)N([Br:38])C(=O)C1. Given the product [Br:1][C:2]1[CH:7]=[C:6]([F:8])[CH:5]=[CH:4][C:3]=1[CH:9]1[C:14]([C:15]([O:17][CH2:18][CH3:19])=[O:16])=[C:13]([CH2:20][Br:38])[NH:12][C:11]([C:21]2[S:22][CH:23]=[C:24]([CH2:26][C:27]([NH:29][CH3:30])=[O:28])[N:25]=2)=[N:10]1, predict the reactants needed to synthesize it.